Predict the product of the given reaction. From a dataset of Forward reaction prediction with 1.9M reactions from USPTO patents (1976-2016). (1) Given the reactants [CH2:1]([NH:3][C:4]1[CH:9]=[C:8]([O:10][CH3:11])[CH:7]=[CH:6][C:5]=1[CH:12]1[CH2:21][CH2:20][C:19]2[CH:18]=[C:17]([O:22][C:23](=[O:28])[C:24]([CH3:27])([CH3:26])[CH3:25])[CH:16]=[CH:15][C:14]=2[CH2:13]1)[CH3:2].[CH:29]([C:31]1[CH:49]=[CH:48][C:34]([O:35][CH2:36][C:37]([NH:40][C:41](=[O:47])[O:42][C:43]([CH3:46])([CH3:45])[CH3:44])([CH3:39])[CH3:38])=[CH:33][CH:32]=1)=O, predict the reaction product. The product is: [C:43]([O:42][C:41]([NH:40][C:37]([CH3:39])([CH3:38])[CH2:36][O:35][C:34]1[CH:33]=[CH:32][C:31]([CH2:29][CH2:2][CH2:1][NH:3][C:4]2[CH:9]=[C:8]([O:10][CH3:11])[CH:7]=[CH:6][C:5]=2[CH:12]2[CH2:21][CH2:20][C:19]3[CH:18]=[C:17]([O:22][C:23](=[O:28])[C:24]([CH3:27])([CH3:26])[CH3:25])[CH:16]=[CH:15][C:14]=3[CH2:13]2)=[CH:49][CH:48]=1)=[O:47])([CH3:46])([CH3:44])[CH3:45]. (2) Given the reactants [F:1][C:2]1[CH:3]=[C:4]([CH:29]=[C:30]([N:32]2[CH2:37][CH2:36][CH2:35][CH2:34][CH2:33]2)[CH:31]=1)[C:5]([NH:7][C:8]1[C:17]2[C:12](=[CH:13][CH:14]=[CH:15][CH:16]=2)[C:11]([O:18][C:19]2[CH:24]=[CH:23][N:22]=[C:21](S(C)(=O)=O)[N:20]=2)=[CH:10][CH:9]=1)=[O:6].[CH:38]1([CH2:41][NH2:42])[CH2:40][CH2:39]1, predict the reaction product. The product is: [CH:38]1([CH2:41][NH:42][C:21]2[N:20]=[C:19]([O:18][C:11]3[C:12]4[C:17](=[CH:16][CH:15]=[CH:14][CH:13]=4)[C:8]([NH:7][C:5](=[O:6])[C:4]4[CH:29]=[C:30]([N:32]5[CH2:37][CH2:36][CH2:35][CH2:34][CH2:33]5)[CH:31]=[C:2]([F:1])[CH:3]=4)=[CH:9][CH:10]=3)[CH:24]=[CH:23][N:22]=2)[CH2:40][CH2:39]1. (3) The product is: [Br:1][C:2]1[N:6]2[CH:7]=[C:8]([C:15]3[CH:19]=[CH:18][O:17][CH:16]=3)[CH:9]=[C:10]([C:11]([F:12])([F:13])[F:14])[C:5]2=[N:4][C:3]=1[C:20]([N:24]1[CH2:25][CH2:26][CH:27]([N:30]2[C:34](=[O:35])[CH2:33][O:32][C:31]2=[O:36])[CH2:28][CH2:29]1)=[O:21]. Given the reactants [Br:1][C:2]1[N:6]2[CH:7]=[C:8]([C:15]3[CH:19]=[CH:18][O:17][CH:16]=3)[CH:9]=[C:10]([C:11]([F:14])([F:13])[F:12])[C:5]2=[N:4][C:3]=1[C:20](O)=[O:21].Cl.[NH:24]1[CH2:29][CH2:28][CH:27]([N:30]2[C:34](=[O:35])[CH2:33][O:32][C:31]2=[O:36])[CH2:26][CH2:25]1.CN(C(ON1N=NC2C=CC=NC1=2)=[N+](C)C)C.F[P-](F)(F)(F)(F)F.CCN(C(C)C)C(C)C, predict the reaction product.